This data is from Peptide-MHC class II binding affinity with 134,281 pairs from IEDB. The task is: Regression. Given a peptide amino acid sequence and an MHC pseudo amino acid sequence, predict their binding affinity value. This is MHC class II binding data. (1) The peptide sequence is VKIEYSGTNNKTMAV. The MHC is DRB1_1602 with pseudo-sequence DRB1_1602. The binding affinity (normalized) is 0.301. (2) The peptide sequence is YNYMEPYVSKNPRQA. The MHC is DRB1_1302 with pseudo-sequence DRB1_1302. The binding affinity (normalized) is 0.375. (3) The peptide sequence is YQIAFSRGNRAFIAI. The MHC is HLA-DQA10101-DQB10501 with pseudo-sequence HLA-DQA10101-DQB10501. The binding affinity (normalized) is 0.376.